From a dataset of Catalyst prediction with 721,799 reactions and 888 catalyst types from USPTO. Predict which catalyst facilitates the given reaction. (1) Reactant: [Li+].C[Si]([N-][Si](C)(C)C)(C)C.[C:11]([SiH2:15][O:16][C:17]([CH3:35])([CH3:34])[C:18]1[N:22]([CH2:23][C:24]2[CH:31]=[CH:30][C:27]([C:28]#[N:29])=[CH:26][C:25]=2[O:32][CH3:33])[CH:21]=[N:20][CH:19]=1)([CH3:14])([CH3:13])[CH3:12].C([C:38]([O:40][CH3:41])=[O:39])#N. Product: [CH3:41][O:40][C:38](=[O:39])[CH:23]([N:22]1[C:18]([C:17]([CH3:35])([CH3:34])[O:16][SiH2:15][C:11]([CH3:14])([CH3:13])[CH3:12])=[CH:19][N:20]=[CH:21]1)[C:24]1[CH:31]=[CH:30][C:27]([C:28]#[N:29])=[CH:26][C:25]=1[O:32][CH3:33]. The catalyst class is: 1. (2) Reactant: [CH3:1][O:2][C:3]1[CH:8]=[CH:7][CH:6]=[CH:5][C:4]=1[N:9]1[CH2:14][CH2:13][C:12]([CH2:23][NH2:24])([C:15]2[CH:20]=[CH:19][CH:18]=[C:17]([O:21][CH3:22])[CH:16]=2)[CH2:11][CH2:10]1.Cl[C:26]([O:28][CH3:29])=[O:27].C(N(CC)CC)C.O. Product: [CH3:1][O:2][C:3]1[CH:8]=[CH:7][CH:6]=[CH:5][C:4]=1[N:9]1[CH2:14][CH2:13][C:12]([CH2:23][NH:24][C:26](=[O:27])[O:28][CH3:29])([C:15]2[CH:20]=[CH:19][CH:18]=[C:17]([O:21][CH3:22])[CH:16]=2)[CH2:11][CH2:10]1. The catalyst class is: 4.